Predict the reactants needed to synthesize the given product. From a dataset of Full USPTO retrosynthesis dataset with 1.9M reactions from patents (1976-2016). (1) The reactants are: [F:1][C:2]([F:35])([F:34])[C:3]1[CH:4]=[C:5]([C@H:13]([O:15][C@@H:16]2[C@@H:20]([C:21]3[CH:26]=[CH:25][C:24]([F:27])=[CH:23][CH:22]=3)[CH2:19][N:18]([C:28]3[CH2:32][CH2:31][C:30](=[O:33])[CH:29]=3)[CH2:17]2)[CH3:14])[CH:6]=[C:7]([C:9]([F:12])([F:11])[F:10])[CH:8]=1.[CH2:36]=O.Cl.[CH3:39][NH:40][CH3:41]. Given the product [F:10][C:9]([F:11])([F:12])[C:7]1[CH:6]=[C:5]([C@H:13]([O:15][C@@H:16]2[C@@H:20]([C:21]3[CH:22]=[CH:23][C:24]([F:27])=[CH:25][CH:26]=3)[CH2:19][N:18]([C:28]3[CH2:32][CH2:31][C:30](=[O:33])[C:29]=3[CH2:39][N:40]([CH3:36])[CH3:41])[CH2:17]2)[CH3:14])[CH:4]=[C:3]([C:2]([F:1])([F:34])[F:35])[CH:8]=1, predict the reactants needed to synthesize it. (2) Given the product [CH3:28][O:32][C:37]([C:36]1[NH:7][C:6]([C:4]([O:3][CH2:1][CH3:2])=[O:5])=[CH:34][CH:35]=1)=[O:33], predict the reactants needed to synthesize it. The reactants are: [CH2:1]([O:3][C:4]([C:6]1[NH:7]C(C=O)=CC=1)=[O:5])[CH3:2].S(=O)(=O)(O)N.Cl([O-])=O.[Na+].P([O-])(O)(O)=O.[K+].[C:28]([OH:32])(C)(C)C.[O:33]1[CH2:37][CH2:36][CH2:35][CH2:34]1.O. (3) Given the product [F:14][CH:13]([F:15])[C:12]1[N:8]([CH2:7][C:6]2[CH:18]=[C:2]([C:24]#[C:23][C:21]([OH:25])([CH3:22])[CH3:20])[CH:3]=[CH:4][C:5]=2[CH3:19])[C:9](=[O:17])[N:10]([CH3:16])[N:11]=1, predict the reactants needed to synthesize it. The reactants are: Br[C:2]1[CH:3]=[CH:4][C:5]([CH3:19])=[C:6]([CH:18]=1)[CH2:7][N:8]1[C:12]([CH:13]([F:15])[F:14])=[N:11][N:10]([CH3:16])[C:9]1=[O:17].[CH3:20][C:21]([OH:25])([C:23]#[CH:24])[CH3:22].C1(P(C2C=CC=CC=2)C2C=CC=CC=2)C=CC=CC=1.C(N(CC)CC)C. (4) Given the product [C:3]([C@H:4]1[CH2:8][CH2:7][CH2:6][N:5]1[C:9]([O:11][C:12]([CH3:15])([CH3:14])[CH3:13])=[O:10])#[CH:2], predict the reactants needed to synthesize it. The reactants are: Br[C:2](Br)=[CH:3][C@H:4]1[CH2:8][CH2:7][CH2:6][N:5]1[C:9]([O:11][C:12]([CH3:15])([CH3:14])[CH3:13])=[O:10].C([Li])(CC)C.C1CCCCC1. (5) Given the product [C:60]1([C@H:66]([NH:68][C:27]([C:22]2[N:21]=[C:20]([C:30]3[CH:31]=[CH:32][C:33]([F:36])=[CH:34][CH:35]=3)[N:19]([CH2:18][CH2:17][C@@H:11]3[CH2:10][C@@H:9]([OH:14])[CH2:8][C:6](=[O:7])[O:12]3)[C:23]=2[CH:24]2[CH2:25][CH2:26]2)=[O:29])[CH3:67])[CH:65]=[CH:64][CH:63]=[CH:62][CH:61]=1, predict the reactants needed to synthesize it. The reactants are: C(O[C:6]([CH2:8][C@@H:9]1[O:14]C(C)(C)[O:12][C@H:11]([CH2:17][CH2:18][N:19]2[C:23]([CH:24]3[CH2:26][CH2:25]3)=[C:22]([C:27]([OH:29])=O)[N:21]=[C:20]2[C:30]2[CH:35]=[CH:34][C:33]([F:36])=[CH:32][CH:31]=2)[CH2:10]1)=[O:7])(C)(C)C.CCN=C=NCCCN(C)C.Cl.C1C=C2N=NN(O)C2=CC=1.O.[C:60]1([C@H:66]([NH2:68])[CH3:67])[CH:65]=[CH:64][CH:63]=[CH:62][CH:61]=1. (6) Given the product [CH2:32]([O:34][C:2]1[N:7]=[C:6]([NH:8][C:9]2[CH:14]=[CH:13][C:12]([O:15][CH3:16])=[C:11]([Cl:17])[CH:10]=2)[N:5]=[C:4]([NH:18][CH:19]2[CH2:25][CH2:24][CH2:23][CH2:22][CH2:21][CH2:20]2)[N:3]=1)[CH3:33], predict the reactants needed to synthesize it. The reactants are: Cl[C:2]1[N:7]=[C:6]([NH:8][C:9]2[CH:14]=[CH:13][C:12]([O:15][CH3:16])=[C:11]([Cl:17])[CH:10]=2)[N:5]=[C:4]([NH:18][CH:19]2[CH2:25][CH2:24][CH2:23][CH2:22][CH2:21][CH2:20]2)[N:3]=1.C([O-])([O-])=O.[K+].[K+].[CH2:32]([OH:34])[CH3:33]. (7) The reactants are: [C:1]([CH:8]([C@H:12]([C:15]1[CH:20]=[CH:19][C:18]([Cl:21])=[C:17]([C:22]2[CH:27]=[CH:26][CH:25]=[C:24]([C:28]#[N:29])[CH:23]=2)[CH:16]=1)[CH2:13][NH2:14])C(O)=O)(OC(C)(C)C)=[O:2].B.O1CCCC1. Given the product [ClH:21].[NH2:14][CH2:13][C@@H:12]([C:15]1[CH:20]=[CH:19][C:18]([Cl:21])=[C:17]([C:22]2[CH:23]=[C:24]([C:28]#[N:29])[CH:25]=[CH:26][CH:27]=2)[CH:16]=1)[CH2:8][CH2:1][OH:2], predict the reactants needed to synthesize it. (8) Given the product [N:23]1[C:24]2[C:19](=[CH:18][C:17]([CH2:16][C:13]3[N:11]4[N:12]=[C:7]([C:2](=[O:3])[CH3:1])[CH:8]=[N:9][C:10]4=[N:15][CH:14]=3)=[CH:26][CH:25]=2)[CH:20]=[CH:21][CH:22]=1, predict the reactants needed to synthesize it. The reactants are: [CH3:1][C:2]1([C:7]2[CH:8]=[N:9][C:10]3[N:11]([C:13]([CH2:16][C:17]4[CH:18]=[C:19]5[C:24](=[CH:25][CH:26]=4)[N:23]=[CH:22][CH:21]=[CH:20]5)=[CH:14][N:15]=3)[N:12]=2)OCC[O:3]1.C([O-])([O-])=O.[Na+].[Na+]. (9) Given the product [CH:35]1([C:41]([NH:34][C@@H:10]2[CH2:9][NH:8][CH2:12][C@H:11]2[CH2:13][N:14]([CH:31]([CH3:32])[CH3:33])[C:15](=[O:30])[C:16]2[CH:21]=[CH:20][C:19]([O:22][CH3:23])=[C:18]([O:24][CH2:25][CH2:26][CH2:27][O:28][CH3:29])[CH:17]=2)=[O:42])[CH2:40][CH2:39][CH2:38][CH2:37][CH2:36]1, predict the reactants needed to synthesize it. The reactants are: C(OC([N:8]1[CH2:12][C@@H:11]([CH2:13][N:14]([CH:31]([CH3:33])[CH3:32])[C:15](=[O:30])[C:16]2[CH:21]=[CH:20][C:19]([O:22][CH3:23])=[C:18]([O:24][CH2:25][CH2:26][CH2:27][O:28][CH3:29])[CH:17]=2)[C@H:10]([NH2:34])[CH2:9]1)=O)(C)(C)C.[CH:35]1([C:41](Cl)=[O:42])[CH2:40][CH2:39][CH2:38][CH2:37][CH2:36]1.CC#N.O.CC#N. (10) Given the product [CH2:1]([C:8]1[CH:9]=[CH:10][C:11]([NH:18][C:19](=[O:22])[CH2:20][CH3:21])=[C:12]([CH:17]=1)[C:13]([OH:15])=[O:14])[C:2]1[CH:7]=[CH:6][CH:5]=[CH:4][CH:3]=1, predict the reactants needed to synthesize it. The reactants are: [CH2:1]([C:8]1[CH:17]=[C:12]([C:13]([O:15]C)=[O:14])[C:11]([NH2:18])=[CH:10][CH:9]=1)[C:2]1[CH:7]=[CH:6][CH:5]=[CH:4][CH:3]=1.[C:19](Cl)(=[O:22])[CH2:20][CH3:21].C(=O)(O)[O-].[Na+].